This data is from Antibody developability classification from SAbDab with 2,409 antibodies. The task is: Regression/Classification. Given an antibody's heavy chain and light chain sequences, predict its developability. TAP uses regression for 5 developability metrics; SAbDab uses binary classification. (1) The antibody is ['QMQLLESGPGLVKPSETLSLTCTVSGGSIWGWIRQPPGKGLEWIGSIYSSGSTYYNPSLKSRVTTSVDTSKNQFSLRLSSVTAADTAVYYCVAWFGDLLSLKGVELWGQGTLVTVSS', 'QSELTQPPSASGTPGQRVTISCSGSSSNIGSNYVYWYQQLPGTAPKLLIYRNNQRPSGVPDRFSGSKSGTSASLAISGLRSEDEADYYCAAWDDSLSAWVFGGGTQLDIL']. Result: 0 (not developable). (2) The antibody is ['6ayn', 'PROT_D746F282']. Result: 0 (not developable). (3) Result: 0 (not developable). The antibody is ['EVQLQQSGPELVKPGASVKVSCKASGYSFTDYNMCWVKQSHGKSLEWIGYIDPYNGLTSYNPKFKGKATLTVDKSSSTAFMHLNSLTSEDSAVYYCARNYYGRSYAMDYWGQGTSVTVSS', 'DIVMTQAASSLAVSVGEKVTMSCKSSQSLLYSSNQKNYLAWYQQKPGQSPKLLIYWASTRESGVPDRFTGSGSGTDFTLTISSVKAEDLAVYYCQQYYSFPPTFGGGTKLEIK']. (4) The antibody is ['QVQLVQSGAEVKKPGSSVKVSCKASGGTFNSYAFSWVRQAPGQGLEWMGSIIPIFGTTNYAQKFQGRVTITADESTSTAYMELSSLRSEDTAVYYCARYFDTYNNYGFANWGQGTLVTVSS', 'DIELTQPPSVSVVPGQTARISCSGDNIPYEYASWYQQKPGQAPVLVIYGDNNRPSGIPERFSGSNSGNTATLTISGTQAEDEADYYCASWDSMTVDGVFGGGTKLTVL']. Result: 0 (not developable). (5) The antibody is ['EVQLVESGGGLVKPGGSLRLSCAASGFTFSDYGMNWVRQAPGKGLEWIAYISSGRGNIYYADTVKGRFTISRDNAKNSLYLQMNSLRAEDTAVYYCARSWGYFDVWGQGTTVTVSS', 'DIVMTQSPDSLAVSLGERATINCKSSQSLLNRGNQKNYLTWFQQKPGQPPKLLIYWASTRESGVPDRFSGSGSGTDFTLTISSLQAEDVAVYYCQNDYTYPLTFGQGTKLEIK']. Result: 0 (not developable).